Task: Predict the reaction yield, written as a fraction of the theoretical maximum amount of product (1.0 means a 100% yield; for example, 0.34 means a 34% yield).. Dataset: Reaction yield outcomes from USPTO patents with 853,638 reactions (1) The reactants are [CH:1]1([C:4]([C:6]2[CH:11]=[CH:10][CH:9]=[C:8]([CH:12]([CH3:14])[CH3:13])[C:7]=2[OH:15])=[O:5])[CH2:3][CH2:2]1.[CH3:16][Mg]Br.CCCCCC. The catalyst is C1(C)C=CC=CC=1. The product is [CH:1]1([C:4]([C:6]2[CH:11]=[CH:10][CH:9]=[C:8]([CH:12]([CH3:13])[CH3:14])[C:7]=2[OH:15])([OH:5])[CH3:16])[CH2:2][CH2:3]1. The yield is 0.952. (2) The catalyst is O1CCCC1.O. The reactants are [CH3:1][C:2]1[O:3][C:4]([C:8]2[CH:13]=[CH:12][C:11]([NH2:14])=[CH:10][CH:9]=2)=[C:5]([CH3:7])[N:6]=1.C([N:23]=[C:24]=[S:25])(=O)C1C=CC=CC=1.C(=O)([O-])[O-].[K+].[K+]. The yield is 0.680. The product is [CH3:1][C:2]1[O:3][C:4]([C:8]2[CH:13]=[CH:12][C:11]([NH:14][C:24]([NH2:23])=[S:25])=[CH:10][CH:9]=2)=[C:5]([CH3:7])[N:6]=1. (3) The reactants are Br[C:2]1[CH:3]=[C:4]([C:8]2[C:21]3[C:22]4=[C:23]5[C:18](=[CH:19][CH:20]=3)[CH:17]=[CH:16][CH:15]=[C:14]5[CH:13]=[CH:12][C:11]4=[CH:10][CH:9]=2)[CH:5]=[CH:6][CH:7]=1.[CH3:24][C:25]1([CH3:59])[C:49]2[C:29]([CH:30]=[C:31]3[CH:48]=[C:47]4[C:34]([C:35]5[C:40]([C:41]6[C:46]4=[CH:45][CH:44]=[CH:43][CH:42]=6)=[CH:39][CH:38]=[CH:37][CH:36]=5)=[CH:33][C:32]3=2)=[CH:28][C:27](B2OC(C)(C)C(C)(C)O2)=[CH:26]1.C([O-])([O-])=O.[Na+].[Na+].CCO. The catalyst is CO.C1(C)C=CC=CC=1. The product is [CH3:59][C:25]1([CH3:24])[C:49]2[C:29]([CH:30]=[C:31]3[C:32]=2[CH:33]=[C:34]2[C:47]([C:46]4[CH:45]=[CH:44][CH:43]=[CH:42][C:41]=4[C:40]4[CH:39]=[CH:38][CH:37]=[CH:36][C:35]=42)=[CH:48]3)=[CH:28][C:27]([C:6]2[CH:7]=[CH:2][CH:3]=[C:4]([C:8]3[C:21]4[C:22]5=[C:23]6[C:18](=[CH:19][CH:20]=4)[CH:17]=[CH:16][CH:15]=[C:14]6[CH:13]=[CH:12][C:11]5=[CH:10][CH:9]=3)[CH:5]=2)=[CH:26]1. The yield is 0.570. (4) The reactants are CS([C:5]1[N:10]=[C:9]([C:11]2[N:15]3[CH:16]=[CH:17][N:18]=[C:19]([N:20]4[CH2:25][CH2:24][N:23]([CH3:26])[CH2:22][CH2:21]4)[C:14]3=[N:13][CH:12]=2)[CH:8]=[CH:7][N:6]=1)(=O)=O.[CH2:27]([NH2:34])[C:28]1[CH:33]=[CH:32][CH:31]=[CH:30][CH:29]=1. No catalyst specified. The product is [CH2:27]([NH:34][C:5]1[N:10]=[C:9]([C:11]2[N:15]3[CH:16]=[CH:17][N:18]=[C:19]([N:20]4[CH2:25][CH2:24][N:23]([CH3:26])[CH2:22][CH2:21]4)[C:14]3=[N:13][CH:12]=2)[CH:8]=[CH:7][N:6]=1)[C:28]1[CH:33]=[CH:32][CH:31]=[CH:30][CH:29]=1. The yield is 0.155. (5) The reactants are [C:1]([O:5][C:6]([NH:8][C@:9]1([C:14]([OH:16])=O)[CH2:11][C@H:10]1[CH:12]=[CH2:13])=[O:7])([CH3:4])([CH3:3])[CH3:2].C(N1C=CN=C1)(N1C=CN=C1)=O.[CH3:29][C:30]1([S:33]([NH2:36])(=[O:35])=[O:34])[CH2:32][CH2:31]1.N12CCCN=C1CCCCC2.Cl. The catalyst is C1COCC1.O. The product is [C:1]([O:5][C:6](=[O:7])[NH:8][C@:9]1([C:14](=[O:16])[NH:36][S:33]([C:30]2([CH3:29])[CH2:32][CH2:31]2)(=[O:35])=[O:34])[CH2:11][C@H:10]1[CH:12]=[CH2:13])([CH3:2])([CH3:3])[CH3:4]. The yield is 0.742. (6) The reactants are [CH3:1][C:2]1[N:3]=[C:4]2[CH:9]=[CH:8][C:7]([CH:10]=C)=[CH:6][N:5]2[C:12]=1[C:13]1[S:14][C:15]([C:24]2[N:28]=[CH:27][N:26]([CH:29]3[CH2:34][CH2:33][CH2:32][CH2:31][O:30]3)[N:25]=2)=[C:16]([C:18]2[CH:23]=[CH:22][CH:21]=[CH:20][CH:19]=2)[N:17]=1.[O:35]1CCCC1.I([O-])(=O)(=O)=O.[Na+]. The catalyst is O.[Os](=O)(=O)(=O)=O. The product is [CH3:1][C:2]1[N:3]=[C:4]2[CH:9]=[CH:8][C:7]([CH:10]=[O:35])=[CH:6][N:5]2[C:12]=1[C:13]1[S:14][C:15]([C:24]2[N:28]=[CH:27][N:26]([CH:29]3[CH2:34][CH2:33][CH2:32][CH2:31][O:30]3)[N:25]=2)=[C:16]([C:18]2[CH:23]=[CH:22][CH:21]=[CH:20][CH:19]=2)[N:17]=1. The yield is 0.240. (7) The reactants are [C:1]([CH2:14][C:15]([CH2:18][CH2:19]I)([F:17])[F:16])([C:4]([C:7]([C:10]([F:13])([F:12])[F:11])([F:9])[F:8])([F:6])[F:5])([F:3])[F:2].S(=O)(=O)(O)[OH:22]. No catalyst specified. The product is [C:1]([CH2:14][C:15]([CH2:18][CH2:19][OH:22])([F:17])[F:16])([C:4]([C:7]([C:10]([F:13])([F:12])[F:11])([F:9])[F:8])([F:6])[F:5])([F:3])[F:2]. The yield is 0.504. (8) The yield is 0.900. The product is [C:1]1([CH:7]([C:39]2[CH:40]=[CH:41][CH:42]=[CH:43][CH:44]=2)[CH2:8][CH2:9][N:10]([CH2:22][C:23]([CH2:24][N:25]2[CH2:30][CH2:29][NH:28][CH2:27][CH2:26]2)=[CH2:38])[C:11](=[O:12])[NH:13][C:14]2[CH:19]=[CH:18][CH:17]=[C:16]([O:20][CH3:21])[CH:15]=2)[CH:2]=[CH:3][CH:4]=[CH:5][CH:6]=1. The reactants are [C:1]1([CH:7]([C:39]2[CH:44]=[CH:43][CH:42]=[CH:41][CH:40]=2)[CH2:8][CH2:9][N:10]([CH2:22][C:23](=[CH2:38])[CH2:24][N:25]2[CH2:30][CH2:29][N:28](C(OC(C)(C)C)=O)[CH2:27][CH2:26]2)[C:11]([NH:13][C:14]2[CH:19]=[CH:18][CH:17]=[C:16]([O:20][CH3:21])[CH:15]=2)=[O:12])[CH:6]=[CH:5][CH:4]=[CH:3][CH:2]=1.C1(C(C2C=CC=CC=2)CCN(CC(=C)CN2CCN(C(OC(C)(C)C)=O)CC2)C(NC2C=CC=C(C(OC)=O)C=2)=O)C=CC=CC=1. No catalyst specified.